Dataset: NCI-60 drug combinations with 297,098 pairs across 59 cell lines. Task: Regression. Given two drug SMILES strings and cell line genomic features, predict the synergy score measuring deviation from expected non-interaction effect. (1) Drug 2: CC(C1=C(C=CC(=C1Cl)F)Cl)OC2=C(N=CC(=C2)C3=CN(N=C3)C4CCNCC4)N. Cell line: SNB-75. Synergy scores: CSS=-0.482, Synergy_ZIP=0.323, Synergy_Bliss=1.64, Synergy_Loewe=-3.70, Synergy_HSA=-0.737. Drug 1: CS(=O)(=O)C1=CC(=C(C=C1)C(=O)NC2=CC(=C(C=C2)Cl)C3=CC=CC=N3)Cl. (2) Drug 1: CC1=CC2C(CCC3(C2CCC3(C(=O)C)OC(=O)C)C)C4(C1=CC(=O)CC4)C. Drug 2: C1CNP(=O)(OC1)N(CCCl)CCCl. Cell line: PC-3. Synergy scores: CSS=-6.64, Synergy_ZIP=0.0624, Synergy_Bliss=-4.74, Synergy_Loewe=-7.07, Synergy_HSA=-7.88. (3) Drug 1: CCC1=CC2CC(C3=C(CN(C2)C1)C4=CC=CC=C4N3)(C5=C(C=C6C(=C5)C78CCN9C7C(C=CC9)(C(C(C8N6C)(C(=O)OC)O)OC(=O)C)CC)OC)C(=O)OC.C(C(C(=O)O)O)(C(=O)O)O. Drug 2: C1=CC(=C2C(=C1NCCNCCO)C(=O)C3=C(C=CC(=C3C2=O)O)O)NCCNCCO. Cell line: SR. Synergy scores: CSS=97.9, Synergy_ZIP=4.89, Synergy_Bliss=4.76, Synergy_Loewe=3.82, Synergy_HSA=7.22. (4) Drug 1: CC(C1=C(C=CC(=C1Cl)F)Cl)OC2=C(N=CC(=C2)C3=CN(N=C3)C4CCNCC4)N. Drug 2: C1=C(C(=O)NC(=O)N1)F. Cell line: NCI-H322M. Synergy scores: CSS=36.7, Synergy_ZIP=8.06, Synergy_Bliss=9.08, Synergy_Loewe=7.29, Synergy_HSA=7.78. (5) Drug 2: C1=NC(=NC(=O)N1C2C(C(C(O2)CO)O)O)N. Synergy scores: CSS=-0.919, Synergy_ZIP=3.59, Synergy_Bliss=4.58, Synergy_Loewe=-2.85, Synergy_HSA=-0.705. Drug 1: CC1=C(C=C(C=C1)NC2=NC=CC(=N2)N(C)C3=CC4=NN(C(=C4C=C3)C)C)S(=O)(=O)N.Cl. Cell line: MDA-MB-435. (6) Drug 2: CC1=C(C(CCC1)(C)C)C=CC(=CC=CC(=CC(=O)O)C)C. Synergy scores: CSS=7.82, Synergy_ZIP=-0.551, Synergy_Bliss=1.58, Synergy_Loewe=2.51, Synergy_HSA=1.96. Cell line: OVCAR-8. Drug 1: CC1=C(C=C(C=C1)NC2=NC=CC(=N2)N(C)C3=CC4=NN(C(=C4C=C3)C)C)S(=O)(=O)N.Cl. (7) Drug 1: CNC(=O)C1=CC=CC=C1SC2=CC3=C(C=C2)C(=NN3)C=CC4=CC=CC=N4. Drug 2: C1CC(=O)NC(=O)C1N2CC3=C(C2=O)C=CC=C3N. Cell line: NCIH23. Synergy scores: CSS=-6.35, Synergy_ZIP=-0.199, Synergy_Bliss=-3.72, Synergy_Loewe=-3.64, Synergy_HSA=-4.47. (8) Drug 1: CC(C1=C(C=CC(=C1Cl)F)Cl)OC2=C(N=CC(=C2)C3=CN(N=C3)C4CCNCC4)N. Drug 2: CC1=C2C(C(=O)C3(C(CC4C(C3C(C(C2(C)C)(CC1OC(=O)C(C(C5=CC=CC=C5)NC(=O)OC(C)(C)C)O)O)OC(=O)C6=CC=CC=C6)(CO4)OC(=O)C)O)C)O. Cell line: SNB-19. Synergy scores: CSS=38.9, Synergy_ZIP=6.07, Synergy_Bliss=6.63, Synergy_Loewe=-11.0, Synergy_HSA=7.55. (9) Drug 1: C1=CN(C=N1)CC(O)(P(=O)(O)O)P(=O)(O)O. Drug 2: COC1=C2C(=CC3=C1OC=C3)C=CC(=O)O2. Cell line: NCI-H460. Synergy scores: CSS=-0.332, Synergy_ZIP=6.16, Synergy_Bliss=0.299, Synergy_Loewe=0.251, Synergy_HSA=-2.05.